From a dataset of Reaction yield outcomes from USPTO patents with 853,638 reactions. Predict the reaction yield, written as a fraction of the theoretical maximum amount of product (1.0 means a 100% yield; for example, 0.34 means a 34% yield). (1) The yield is 0.990. The catalyst is CN(C=O)C. The reactants are N1CCOCC1.[C:7]([C:9]1[C:14]([CH:15]2[CH2:17][CH2:16]2)=[CH:13][C:12](=[O:18])[NH:11][C:10]=1[SH:19])#[N:8].Br[CH2:21][C:22]([NH2:24])=[O:23]. The product is [C:7]([C:9]1[C:14]([CH:15]2[CH2:16][CH2:17]2)=[CH:13][C:12](=[O:18])[NH:11][C:10]=1[S:19][CH2:21][C:22]([NH2:24])=[O:23])#[N:8]. (2) The reactants are [H-].[Na+].[C:3]1([SH:9])[CH:8]=[CH:7][CH:6]=[CH:5][CH:4]=1.Br[C:11]([F:18])([F:17])[C:12]([O:14][CH2:15][CH3:16])=[O:13]. The catalyst is CS(C)=O. The product is [F:17][C:11]([F:18])([S:9][C:3]1[CH:8]=[CH:7][CH:6]=[CH:5][CH:4]=1)[C:12]([O:14][CH2:15][CH3:16])=[O:13]. The yield is 0.840. (3) The yield is 0.530. The product is [Br:22][CH2:13][C:10]1[CH:11]=[CH:12][C:7]([O:6][C:5]2[CH:15]=[CH:16][C:2]([Cl:1])=[C:3]([C:17]([F:20])([F:19])[F:18])[CH:4]=2)=[CH:8][CH:9]=1. The reactants are [Cl:1][C:2]1[CH:16]=[CH:15][C:5]([O:6][C:7]2[CH:12]=[CH:11][C:10]([CH2:13]O)=[CH:9][CH:8]=2)=[CH:4][C:3]=1[C:17]([F:20])([F:19])[F:18].P(Br)(Br)[Br:22].C([O-])(O)=O.[Na+]. The catalyst is C(OCC)C. (4) The reactants are [Cl:1][C:2]1[N:7]=[C:6]([NH:8][CH2:9][CH2:10][C:11](OCC)=[O:12])[C:5]([N+:16]([O-])=O)=[CH:4][CH:3]=1. The catalyst is CCOC(C)=O.[Pd]. The product is [Cl:1][C:2]1[CH:3]=[CH:4][C:5]2[NH:16][C:11](=[O:12])[CH2:10][CH2:9][NH:8][C:6]=2[N:7]=1. The yield is 0.240. (5) The reactants are Cl.[NH:2]([C:4]1[CH:9]=[C:8]([C:10]#[N:11])[CH:7]=[CH:6][N:5]=1)[NH2:3].CN(C)/[CH:14]=[CH:15]/[C:16]([C:18]1[CH:23]=[CH:22][C:21]([N:24]([CH3:26])[CH3:25])=[CH:20][CH:19]=1)=O. No catalyst specified. The product is [CH3:25][N:24]([CH3:26])[C:21]1[CH:22]=[CH:23][C:18]([C:16]2[N:2]([C:4]3[CH:9]=[C:8]([C:10]#[N:11])[CH:7]=[CH:6][N:5]=3)[N:3]=[CH:14][CH:15]=2)=[CH:19][CH:20]=1. The yield is 0.690. (6) The reactants are [CH3:1][C:2]1[CH:3]=[C:4]2[C:8](=[CH:9][CH:10]=1)[C@@H:7]([OH:11])[CH:6]=[C:5]2[C:12]1[CH:17]=[CH:16][CH:15]=[CH:14][CH:13]=1.C1N2CCN(CC2)C1. The catalyst is C1COCC1.C(N(CC)CC)C. The product is [CH3:1][C:2]1[CH:3]=[C:4]2[C:8](=[CH:9][CH:10]=1)[C:7](=[O:11])[CH2:6][C@H:5]2[C:12]1[CH:17]=[CH:16][CH:15]=[CH:14][CH:13]=1. The yield is 0.920. (7) The reactants are [CH3:1][O:2][C:3]1[CH:11]=[CH:10][CH:9]=[C:8]([N+:12]([O-:14])=[O:13])[C:4]=1[C:5]([OH:7])=O.[NH2:15][CH:16]1[CH2:21][CH2:20][N:19]([CH2:22][C:23]2[CH:28]=[CH:27][CH:26]=[CH:25][CH:24]=2)[CH2:18][CH2:17]1.ON1C2C=CC=CC=2N=N1.CN(C)CCCN=C=NCC.C(N(CC)CC)C. The catalyst is C(OCC)(=O)C. The product is [CH2:22]([N:19]1[CH2:20][CH2:21][CH:16]([NH:15][C:5](=[O:7])[C:4]2[C:8]([N+:12]([O-:14])=[O:13])=[CH:9][CH:10]=[CH:11][C:3]=2[O:2][CH3:1])[CH2:17][CH2:18]1)[C:23]1[CH:24]=[CH:25][CH:26]=[CH:27][CH:28]=1. The yield is 0.860. (8) The reactants are [Cl:1][C:2]1[CH:3]=[CH:4][C:5]([OH:41])=[C:6]([C:8]2[C:12]([C:13]#[C:14][C:15]3[CH:20]=[CH:19][C:18]([NH:21][C:22]([CH:24]4[CH2:29][O:28][CH2:27][CH2:26][N:25]4[C:30](=[O:39])[CH:31]([NH2:38])[C:32]4[CH:37]=[CH:36][CH:35]=[CH:34][CH:33]=4)=[O:23])=[CH:17][CH:16]=3)=[CH:11][N:10]([CH3:40])[N:9]=2)[CH:7]=1.[CH:42]1([C:45](O)=[O:46])[CH2:44][CH2:43]1.CC(C)N=C=NC(C)C. The catalyst is C(Cl)Cl. The product is [Cl:1][C:2]1[CH:3]=[CH:4][C:5]([OH:41])=[C:6]([C:8]2[C:12]([C:13]#[C:14][C:15]3[CH:20]=[CH:19][C:18]([NH:21][C:22]([CH:24]4[CH2:29][O:28][CH2:27][CH2:26][N:25]4[C:30](=[O:39])[CH:31]([NH:38][C:45]([CH:42]4[CH2:44][CH2:43]4)=[O:46])[C:32]4[CH:33]=[CH:34][CH:35]=[CH:36][CH:37]=4)=[O:23])=[CH:17][CH:16]=3)=[CH:11][N:10]([CH3:40])[N:9]=2)[CH:7]=1. The yield is 0.490. (9) The reactants are Br[CH2:2][C:3]([C:5]1[CH:10]=[CH:9][C:8]([NH:11][C:12](=[O:14])[CH3:13])=[CH:7][CH:6]=1)=[O:4].C(N(CC)CC)C.[Cl:22][C:23]1[CH:28]=[C:27]([Cl:29])[CH:26]=[CH:25][C:24]=1[CH2:30][NH:31][CH3:32]. The yield is 0.840. The catalyst is O1CCOCC1. The product is [Cl:22][C:23]1[CH:28]=[C:27]([Cl:29])[CH:26]=[CH:25][C:24]=1[CH2:30][N:31]([CH3:32])[CH2:2][C:3]([C:5]1[CH:10]=[CH:9][C:8]([NH:11][C:12](=[O:14])[CH3:13])=[CH:7][CH:6]=1)=[O:4]. (10) The reactants are [CH3:1][C:2]1[CH:3]=[C:4]2[C:9](=[C:10]([NH2:12])[CH:11]=1)[N:8]=[CH:7][CH:6]=[CH:5]2.[C:13]1([S:19](Cl)(=[O:21])=[O:20])[CH:18]=[CH:17][CH:16]=[CH:15][CH:14]=1. The product is [CH3:1][C:2]1[CH:3]=[C:4]2[C:9](=[C:10]([NH:12][S:19]([C:13]3[CH:18]=[CH:17][CH:16]=[CH:15][CH:14]=3)(=[O:21])=[O:20])[CH:11]=1)[N:8]=[CH:7][CH:6]=[CH:5]2. No catalyst specified. The yield is 0.230.